This data is from Forward reaction prediction with 1.9M reactions from USPTO patents (1976-2016). The task is: Predict the product of the given reaction. (1) Given the reactants [CH2:1]([NH2:7])[C:2]1[O:6][CH:5]=[CH:4][CH:3]=1.[CH3:8][O:9][C:10]([C:12]1[CH:13]=[C:14]([CH3:34])[C:15]2[O:21][C:20]3[C:22]([Cl:30])=[CH:23][C:24]([NH:26][CH2:27][CH2:28]Cl)=[CH:25][C:19]=3[CH2:18][S:17](=[O:32])(=[O:31])[C:16]=2[CH:33]=1)=[O:11], predict the reaction product. The product is: [CH3:8][O:9][C:10]([C:12]1[CH:13]=[C:14]([CH3:34])[C:15]2[O:21][C:20]3[C:22]([Cl:30])=[CH:23][C:24]([NH:26][CH2:27][CH2:28][NH:7][CH2:1][C:2]4[O:6][CH:5]=[CH:4][CH:3]=4)=[CH:25][C:19]=3[CH2:18][S:17](=[O:31])(=[O:32])[C:16]=2[CH:33]=1)=[O:11]. (2) Given the reactants [ClH:1].[Br:2][C:3]1[CH:4]=[N:5][CH:6]=[C:7]([C:9]#[C:10][C:11]2[CH:16]=[CH:15][C:14]([F:17])=[CH:13][CH:12]=2)[CH:8]=1, predict the reaction product. The product is: [ClH:1].[Br:2][C:3]1[CH:4]=[N:5][CH:6]=[C:7]([C:9]#[C:10][C:11]2[CH:16]=[CH:15][C:14]([F:17])=[CH:13][CH:12]=2)[CH:8]=1. (3) Given the reactants [CH3:1][O:2][CH2:3][C:4]([OH:6])=O.Cl.Cl.[NH:9]1[C:17]2[C:12](=[CH:13][CH:14]=[CH:15][CH:16]=2)[C:11](/[CH:18]=[CH:19]/[C:20]2[CH:33]=[CH:32][C:23]([C:24]([N:26]3[CH2:31][CH2:30][NH:29][CH2:28][CH2:27]3)=[O:25])=[C:22]([CH3:34])[CH:21]=2)=[N:10]1.O.ON1C2C=CC=CC=2N=N1.Cl.C(N=C=NCCCN(C)C)C.C(=O)([O-])O.[Na+], predict the reaction product. The product is: [CH3:1][O:2][CH2:3][C:4]([N:29]1[CH2:30][CH2:31][N:26]([C:24](=[O:25])[C:23]2[CH:32]=[CH:33][C:20](/[CH:19]=[CH:18]/[C:11]3[C:12]4[C:17](=[CH:16][CH:15]=[CH:14][CH:13]=4)[NH:9][N:10]=3)=[CH:21][C:22]=2[CH3:34])[CH2:27][CH2:28]1)=[O:6]. (4) Given the reactants [NH2:1][C:2]1[C:3](=[O:15])[NH:4][C:5](=[S:14])[N:6]([CH2:9][CH2:10][CH2:11][CH2:12][CH3:13])[C:7]=1[NH2:8].[CH:16]1([C:20](O)=[O:21])[CH2:19][CH2:18][CH2:17]1.F[P-](F)(F)(F)(F)F.N1(O[P+](N(C)C)(N(C)C)N(C)C)C2C=CC=CC=2N=N1.C(N(CC)CC)C, predict the reaction product. The product is: [NH2:1][C:2]1[C:3](=[O:15])[NH:4][C:5](=[S:14])[N:6]([CH2:9][CH2:10][CH2:11][CH2:12][CH3:13])[C:7]=1[NH:8][C:20]([CH:16]1[CH2:19][CH2:18][CH2:17]1)=[O:21].